Dataset: Catalyst prediction with 721,799 reactions and 888 catalyst types from USPTO. Task: Predict which catalyst facilitates the given reaction. (1) Reactant: [Br:1][C:2]1[CH:9]=[C:8]([O:10]CC2C=CC=CC=2)[C:5]([C:6]#[N:7])=[C:4]([F:18])[CH:3]=1.C(Cl)Cl.B(Br)(Br)Br. Product: [Br:1][C:2]1[CH:9]=[C:8]([OH:10])[C:5]([C:6]#[N:7])=[C:4]([F:18])[CH:3]=1. The catalyst class is: 6. (2) Reactant: [OH:1][C:2]1[CH:3]=[C:4]2[C:9](=[CH:10][CH:11]=1)[CH2:8][N:7]([C:12]([O:14][C:15]([CH3:18])([CH3:17])[CH3:16])=[O:13])[CH2:6][CH2:5]2.CCN(CC)CC.[O:26](S(C(F)(F)F)(=O)=O)[S:27]([C:30]([F:33])([F:32])[F:31])(=O)=[O:28].O. Product: [F:31][C:30]([F:33])([F:32])[S:27]([O:1][C:2]1[CH:3]=[C:4]2[C:9](=[CH:10][CH:11]=1)[CH2:8][N:7]([C:12]([O:14][C:15]([CH3:18])([CH3:17])[CH3:16])=[O:13])[CH2:6][CH2:5]2)(=[O:28])=[O:26]. The catalyst class is: 2. (3) Reactant: [Si]([O:8][C@H:9]([C@H:44]1[CH2:48][C@@H:47]([O:49][CH2:50][CH2:51][CH3:52])[CH2:46][N:45]1C(OC(C)(C)C)=O)[C@@H:10](NC(=O)C1C=C(C2OC=CN=2)C=C(C(N2CCC[C@@H]2COC)=O)C=1)[CH2:11][C:12]1[CH:17]=[C:16]([F:18])[CH:15]=[C:14]([F:19])[CH:13]=1)(C(C)(C)C)(C)C.[Si](O[C@H:68]([C@H]1C[C@@H](OCCC)CN1C(OC(C)(C)C)=O)[C@@H:69]([NH:79][C:80](=[O:90])[C:81]1[CH:86]=[CH:85][CH:84]=[C:83]([C:87](=[O:89])[NH2:88])[CH:82]=1)[CH2:70][C:71]1[CH:76]=[C:75]([F:77])[CH:74]=[C:73](F)C=1)(C(C)(C)C)(C)C.C(OC(N1C[C@H](OCCC)C[C@@H]1[C@@H](O[Si](C(C)(C)C)(C)C)[C@@H](NC(C1C=C(C=CC=1)C(O)=O)=O)CC1C=C(F)C=C(F)C=1)=O)(C)(C)C.CCN(C(C)C)C(C)C.CN(C(ON1N=NC2C=CC=NC1=2)=[N+](C)C)C.F[P-](F)(F)(F)(F)F.FC1C=CC(C(N)C)=CC=1. Product: [F:19][C:14]1[CH:13]=[C:12]([CH2:11][C@H:10]([NH:88][C:87](=[O:89])[C:83]2[CH:84]=[CH:85][CH:86]=[C:81]([C:80]([NH:79][CH:69]([C:70]3[CH:71]=[CH:76][C:75]([F:77])=[CH:74][CH:73]=3)[CH3:68])=[O:90])[CH:82]=2)[C@H:9]([OH:8])[C@H:44]2[CH2:48][C@@H:47]([O:49][CH2:50][CH2:51][CH3:52])[CH2:46][NH:45]2)[CH:17]=[C:16]([F:18])[CH:15]=1. The catalyst class is: 4.